Predict the product of the given reaction. From a dataset of Forward reaction prediction with 1.9M reactions from USPTO patents (1976-2016). (1) The product is: [Br:27][C:11]1[C:10]([CH2:19][CH2:20][CH2:21][N:22]2[CH2:26][CH2:25][CH2:24][CH2:23]2)=[C:9]([C:5]2[CH:6]=[CH:7][CH:8]=[C:3]([O:2][CH3:1])[CH:4]=2)[N:17]2[C:12]=1[C:13]([NH2:18])=[N:14][CH:15]=[N:16]2. Given the reactants [CH3:1][O:2][C:3]1[CH:4]=[C:5]([C:9]2[N:17]3[C:12]([C:13]([NH2:18])=[N:14][CH:15]=[N:16]3)=[CH:11][C:10]=2[CH2:19][CH2:20][CH2:21][N:22]2[CH2:26][CH2:25][CH2:24][CH2:23]2)[CH:6]=[CH:7][CH:8]=1.[Br:27]N1C(C)(C)C(=O)N(Br)C1=O, predict the reaction product. (2) Given the reactants Cl[C:2]1[CH:7]=[C:6]([C:8]2[CH:13]=[CH:12][CH:11]=[C:10]([O:14][CH3:15])[CH:9]=2)[N:5]=[C:4]([O:16][CH3:17])[N:3]=1.Cl.[N+:19]([C:22]1[CH:27]=[CH:26][C:25]([CH2:28][CH2:29][NH2:30])=[CH:24][CH:23]=1)([O-:21])=[O:20].C(N(C(C)C)CC)(C)C, predict the reaction product. The product is: [CH3:17][O:16][C:4]1[N:3]=[C:2]([NH:30][CH2:29][CH2:28][C:25]2[CH:24]=[CH:23][C:22]([N+:19]([O-:21])=[O:20])=[CH:27][CH:26]=2)[CH:7]=[C:6]([C:8]2[CH:13]=[CH:12][CH:11]=[C:10]([O:14][CH3:15])[CH:9]=2)[N:5]=1. (3) Given the reactants [F:1][C:2]1[C:3]([CH3:37])=[C:4]([C:15]2[CH:20]=[CH:19][CH:18]=[C:17]([CH2:21][O:22][C:23]3[CH:36]=[CH:35][C:26]4[C@H:27]([CH2:30][C:31]([O:33]C)=[O:32])[CH2:28][O:29][C:25]=4[CH:24]=3)[CH:16]=2)[C:5]([CH3:14])=[CH:6][C:7]=1[O:8][C@H:9]1[CH2:13][CH2:12][O:11][CH2:10]1.[OH-].[Li+], predict the reaction product. The product is: [F:1][C:2]1[C:3]([CH3:37])=[C:4]([C:15]2[CH:20]=[CH:19][CH:18]=[C:17]([CH2:21][O:22][C:23]3[CH:36]=[CH:35][C:26]4[C@H:27]([CH2:30][C:31]([OH:33])=[O:32])[CH2:28][O:29][C:25]=4[CH:24]=3)[CH:16]=2)[C:5]([CH3:14])=[CH:6][C:7]=1[O:8][C@H:9]1[CH2:13][CH2:12][O:11][CH2:10]1. (4) Given the reactants [C:1]([O:5][C:6](=[O:15])[NH:7][C@H:8]([CH2:13][OH:14])[CH2:9][CH2:10][CH2:11]O)([CH3:4])([CH3:3])[CH3:2].C(C=P(CCCC)(CCCC)CCCC)#N, predict the reaction product. The product is: [C:1]([O:5][C:6](=[O:15])[NH:7][C@H:8]1[CH2:9][CH2:10][CH2:11][O:14][CH2:13]1)([CH3:4])([CH3:3])[CH3:2]. (5) Given the reactants [F:1][C:2]1[C:3]([C:22]2[CH:27]=[CH:26][CH:25]=[C:24]([O:28][C:29]3[S:30][CH:31]=[CH:32][N:33]=3)[CH:23]=2)=[CH:4][C:5](=[O:21])[N:6]([CH2:8][CH2:9][C@@:10]([CH3:20])([S:16]([CH3:19])(=[O:18])=[O:17])[C:11]([O:13]CC)=[O:12])[CH:7]=1.FC1C(C2C=CC(N3N=CC=N3)=CC=2)=CC(=O)N(CC[C@@](C)(S(C)(=O)=O)C(O)=O)C=1, predict the reaction product. The product is: [F:1][C:2]1[C:3]([C:22]2[CH:27]=[CH:26][CH:25]=[C:24]([O:28][C:29]3[S:30][CH:31]=[CH:32][N:33]=3)[CH:23]=2)=[CH:4][C:5](=[O:21])[N:6]([CH2:8][CH2:9][C@@:10]([CH3:20])([S:16]([CH3:19])(=[O:18])=[O:17])[C:11]([OH:13])=[O:12])[CH:7]=1. (6) Given the reactants [N+:1]([C:4]1[CH:5]=[C:6]([OH:14])[CH:7]=[C:8]([C:10]([F:13])([F:12])[F:11])[CH:9]=1)([O-:3])=[O:2].[C:15]([N:22]1[CH2:27][CH2:26][CH:25](O)[CH2:24][CH2:23]1)([O:17][C:18]([CH3:21])([CH3:20])[CH3:19])=[O:16].C1C=CC(P(C2C=CC=CC=2)C2C=CC=CC=2)=CC=1.CCOC(/N=N/C(OCC)=O)=O, predict the reaction product. The product is: [C:15]([N:22]1[CH2:23][CH2:24][CH:25]([O:14][C:6]2[CH:7]=[C:8]([C:10]([F:11])([F:12])[F:13])[CH:9]=[C:4]([N+:1]([O-:3])=[O:2])[CH:5]=2)[CH2:26][CH2:27]1)([O:17][C:18]([CH3:21])([CH3:20])[CH3:19])=[O:16]. (7) Given the reactants [CH:1](=O)[C:2]1[CH:7]=[CH:6][CH:5]=[CH:4][CH:3]=1.[NH2:9][C:10]1[CH:15]=[CH:14][N:13]=[C:12]([F:16])[CH:11]=1, predict the reaction product. The product is: [CH:1](=[N:9][C:10]1[CH:15]=[CH:14][N:13]=[C:12]([F:16])[CH:11]=1)[C:2]1[CH:7]=[CH:6][CH:5]=[CH:4][CH:3]=1.